This data is from Reaction yield outcomes from USPTO patents with 853,638 reactions. The task is: Predict the reaction yield, written as a fraction of the theoretical maximum amount of product (1.0 means a 100% yield; for example, 0.34 means a 34% yield). (1) The reactants are [F:1][C:2]1[CH:3]=[CH:4][C:5]([CH2:8][CH2:9][N:10]2[CH2:15][CH2:14][N:13]([C:16]3[CH:21]=[CH:20][C:19]4[C:22]5[CH2:27][CH2:26][N:25](C(OC(C)(C)C)=O)[CH2:24][C:23]=5[S:35][C:18]=4[CH:17]=3)[C:12](=[O:36])[CH2:11]2)=[N:6][CH:7]=1.[ClH:37]. No catalyst specified. The product is [ClH:37].[F:1][C:2]1[CH:3]=[CH:4][C:5]([CH2:8][CH2:9][N:10]2[CH2:15][CH2:14][N:13]([C:16]3[CH:21]=[CH:20][C:19]4[C:22]5[CH2:27][CH2:26][NH:25][CH2:24][C:23]=5[S:35][C:18]=4[CH:17]=3)[C:12](=[O:36])[CH2:11]2)=[N:6][CH:7]=1. The yield is 0.590. (2) The yield is 0.410. No catalyst specified. The product is [F:19][C:18]1[C:2]([C:29]#[C:28][C@@:26]([OH:30])([C:23]2[CH:22]=[C:21]([CH3:20])[O:25][N:24]=2)[CH3:27])=[CH:3][C:4]2[C:10]3[S:11][C:12]([C:14]([NH2:16])=[O:15])=[CH:13][C:9]=3[CH2:8][CH2:7][O:6][C:5]=2[CH:17]=1. The reactants are Br[C:2]1[C:18]([F:19])=[CH:17][C:5]2[O:6][CH2:7][CH2:8][C:9]3[CH:13]=[C:12]([C:14]([NH2:16])=[O:15])[S:11][C:10]=3[C:4]=2[CH:3]=1.[CH3:20][C:21]1[O:25][N:24]=[C:23]([C@:26]([OH:30])([C:28]#[CH:29])[CH3:27])[CH:22]=1. (3) The reactants are C1COCC1.[CH3:6][O:7][C:8]1[CH:13]=[CH:12][C:11]([N:14]2[CH2:19][CH2:18][N:17]([C:20]3[C:21]([CH3:34])=[C:22]([CH3:33])[C:23]4[O:27][C:26]([CH2:29][OH:30])([CH3:28])[CH2:25][C:24]=4[C:31]=3[CH3:32])[CH2:16][CH2:15]2)=[CH:10][CH:9]=1.C(N(CC)CC)C.[CH3:42][S:43](Cl)(=[O:45])=[O:44]. The catalyst is O.C(OCC)(=O)C. The product is [CH3:42][S:43]([O:30][CH2:29][C:26]1([CH3:28])[CH2:25][C:24]2[C:31]([CH3:32])=[C:20]([N:17]3[CH2:16][CH2:15][N:14]([C:11]4[CH:10]=[CH:9][C:8]([O:7][CH3:6])=[CH:13][CH:12]=4)[CH2:19][CH2:18]3)[C:21]([CH3:34])=[C:22]([CH3:33])[C:23]=2[O:27]1)(=[O:45])=[O:44]. The yield is 0.920. (4) The reactants are Cl[CH2:2][CH2:3][CH2:4][NH:5][C:6]([C:8]1[C:9]([C:14]2[CH:19]=[CH:18][CH:17]=[CH:16][CH:15]=2)=[N:10][O:11][C:12]=1[CH3:13])=[O:7].[F:20][C:21]1[CH:26]=[CH:25][C:24]([N:27]2[CH2:32][CH2:31][NH:30][CH2:29][CH2:28]2)=[C:23]([O:33][CH2:34][C:35]([F:38])([F:37])[F:36])[CH:22]=1.O[C:40]1C=CC(Cl)=CC=1N1CCNCC1. The yield is 0.640. The product is [CH2:13]([C:12]1[O:11][N:10]=[C:9]([C:14]2[CH:19]=[CH:18][CH:17]=[CH:16][CH:15]=2)[C:8]=1[C:6]([NH:5][CH2:4][CH2:3][CH2:2][N:30]1[CH2:31][CH2:32][N:27]([C:24]2[CH:25]=[CH:26][C:21]([F:20])=[CH:22][C:23]=2[O:33][CH2:34][C:35]([F:37])([F:36])[F:38])[CH2:28][CH2:29]1)=[O:7])[CH3:40]. The catalyst is C(OCC)(=O)C. (5) The reactants are [CH2:1]([S:3]([CH2:6][CH2:7][CH2:8][OH:9])(=[O:5])=[O:4])[CH3:2].[C:10]1([CH3:20])[CH:15]=[CH:14][C:13]([S:16](Cl)(=[O:18])=[O:17])=[CH:12][CH:11]=1. The catalyst is C(Cl)Cl. The product is [CH3:20][C:10]1[CH:15]=[CH:14][C:13]([S:16]([O:9][CH2:8][CH2:7][CH2:6][S:3]([CH2:1][CH3:2])(=[O:5])=[O:4])(=[O:18])=[O:17])=[CH:12][CH:11]=1. The yield is 0.660.